Dataset: Peptide-MHC class II binding affinity with 134,281 pairs from IEDB. Task: Regression. Given a peptide amino acid sequence and an MHC pseudo amino acid sequence, predict their binding affinity value. This is MHC class II binding data. The peptide sequence is RVIRGKKGAGGITIK. The MHC is DRB1_1201 with pseudo-sequence DRB1_1201. The binding affinity (normalized) is 0.107.